From a dataset of Full USPTO retrosynthesis dataset with 1.9M reactions from patents (1976-2016). Predict the reactants needed to synthesize the given product. (1) Given the product [O:1]([CH2:2][C:3]1[CH:4]=[C:5]([CH:10]=[C:11]([CH2:13][O:14][C:34]2[CH:39]=[CH:38][CH:37]=[CH:36][CH:35]=2)[CH:12]=1)[C:6]([O:8][CH3:9])=[O:7])[C:15]1[CH:20]=[CH:19][CH:18]=[CH:17][CH:16]=1, predict the reactants needed to synthesize it. The reactants are: [OH:1][CH2:2][C:3]1[CH:4]=[C:5]([CH:10]=[C:11]([CH2:13][OH:14])[CH:12]=1)[C:6]([O:8][CH3:9])=[O:7].[C:15]1(P([C:15]2[CH:20]=[CH:19][CH:18]=[CH:17][CH:16]=2)[C:15]2[CH:20]=[CH:19][CH:18]=[CH:17][CH:16]=2)[CH:20]=[CH:19][CH:18]=[CH:17][CH:16]=1.[C:34]1(O)[CH:39]=[CH:38][CH:37]=[CH:36][CH:35]=1. (2) Given the product [CH2:1]([O:8][C:9]1[C:14]([CH2:15][N:16]2[CH2:25][CH2:24][C:23]3[C:18](=[C:19]([Cl:34])[C:20]([CH:27]([O:32][CH3:33])[CH2:28][OH:29])=[CH:21][C:22]=3[Cl:26])[C:17]2=[O:35])=[C:13]([CH3:36])[CH:12]=[C:11]([CH3:37])[N:10]=1)[C:2]1[CH:7]=[CH:6][CH:5]=[CH:4][CH:3]=1, predict the reactants needed to synthesize it. The reactants are: [CH2:1]([O:8][C:9]1[C:14]([CH2:15][N:16]2[CH2:25][CH2:24][C:23]3[C:18](=[C:19]([Cl:34])[C:20]([CH:27]([O:32][CH3:33])[C:28](OC)=[O:29])=[CH:21][C:22]=3[Cl:26])[C:17]2=[O:35])=[C:13]([CH3:36])[CH:12]=[C:11]([CH3:37])[N:10]=1)[C:2]1[CH:7]=[CH:6][CH:5]=[CH:4][CH:3]=1.[BH4-].[Li+]. (3) Given the product [Cl:12][C:11]1[C:2]([NH:23][S:20]([C:17]2[CH:18]=[CH:19][C:14]([CH3:13])=[CH:15][CH:16]=2)(=[O:21])=[O:22])=[N:3][C:4]2[C:9]([N:10]=1)=[CH:8][CH:7]=[CH:6][CH:5]=2, predict the reactants needed to synthesize it. The reactants are: Cl[C:2]1[C:11]([Cl:12])=[N:10][C:9]2[C:4](=[CH:5][CH:6]=[CH:7][CH:8]=2)[N:3]=1.[CH3:13][C:14]1[CH:19]=[CH:18][C:17]([S:20]([NH2:23])(=[O:22])=[O:21])=[CH:16][CH:15]=1.C(=O)([O-])[O-].[K+].[K+]. (4) Given the product [CH3:1][C:28]1([C:32]([O:34][CH2:35][C:36]2[CH:41]=[CH:40][CH:39]=[CH:38][CH:37]=2)=[O:33])[CH:29]=[CH:30][CH2:31][O:26][CH2:27]1, predict the reactants needed to synthesize it. The reactants are: [CH3:1]CN(C(C)C)C(C)C.[Li]CCCC.CN(P(N(C)C)(N(C)C)=O)C.[O:26]1[CH2:31][CH2:30][CH:29]=[C:28]([C:32]([O:34][CH2:35][C:36]2[CH:41]=[CH:40][CH:39]=[CH:38][CH:37]=2)=[O:33])[CH2:27]1.CI. (5) Given the product [Br:3][C:4]1[CH:9]=[CH:8][C:7]([NH:10][CH2:11][C:12]2[CH:17]=[CH:16][C:15]([F:18])=[CH:14][C:13]=2[C:19]2[CH:20]=[CH:21][C:22]([C:25]([OH:27])=[O:26])=[N:23][CH:24]=2)=[CH:6][C:5]=1[F:29], predict the reactants needed to synthesize it. The reactants are: [OH-].[Na+].[Br:3][C:4]1[CH:9]=[CH:8][C:7]([NH:10][CH2:11][C:12]2[CH:17]=[CH:16][C:15]([F:18])=[CH:14][C:13]=2[C:19]2[CH:20]=[CH:21][C:22]([C:25]([O:27]C)=[O:26])=[N:23][CH:24]=2)=[CH:6][C:5]=1[F:29].